This data is from Full USPTO retrosynthesis dataset with 1.9M reactions from patents (1976-2016). The task is: Predict the reactants needed to synthesize the given product. (1) Given the product [N+:1]([C:4]1[CH:16]2[O:22][CH:20]([CH2:19][CH2:18][CH2:17]2)[N:9]2[CH2:8][CH2:7][N:6]([CH2:10][CH:11]3[CH2:15][CH2:14][O:13][CH2:12]3)[C:5]=12)([O-:3])=[O:2], predict the reactants needed to synthesize it. The reactants are: [N+:1]([CH:4]=[C:5]1[NH:9][CH2:8][CH2:7][N:6]1[CH2:10][CH:11]1[CH2:15][CH2:14][O:13][CH2:12]1)([O-:3])=[O:2].[CH:16](=[O:22])[CH2:17][CH2:18][CH2:19][CH:20]=O.Cl. (2) Given the product [CH3:22][O:23][C:24]1[CH:30]=[C:29]([N:31]2[CH2:36][CH2:35][CH:34]([N:37]3[CH2:42][CH2:41][N:40]([CH3:43])[CH2:39][CH2:38]3)[CH2:33][CH2:32]2)[CH:28]=[CH:27][C:25]=1[NH:26][C:2]1[CH:3]=[C:4]([NH:9][C:10]2[CH:15]=[CH:14][CH:13]=[CH:12][C:11]=2[S:16]([CH:19]([CH3:21])[CH3:20])(=[O:18])=[O:17])[N:5]=[C:6]([CH3:8])[N:7]=1, predict the reactants needed to synthesize it. The reactants are: Cl[C:2]1[N:7]=[C:6]([CH3:8])[N:5]=[C:4]([NH:9][C:10]2[CH:15]=[CH:14][CH:13]=[CH:12][C:11]=2[S:16]([CH:19]([CH3:21])[CH3:20])(=[O:18])=[O:17])[CH:3]=1.[CH3:22][O:23][C:24]1[CH:30]=[C:29]([N:31]2[CH2:36][CH2:35][CH:34]([N:37]3[CH2:42][CH2:41][N:40]([CH3:43])[CH2:39][CH2:38]3)[CH2:33][CH2:32]2)[CH:28]=[CH:27][C:25]=1[NH2:26].